From a dataset of Forward reaction prediction with 1.9M reactions from USPTO patents (1976-2016). Predict the product of the given reaction. (1) Given the reactants [C:1]([C:3]1[CH:27]=[CH:26][C:6]([C:7]([N:9]([CH2:17][C:18]2[CH:23]=[CH:22][C:21]([C:24]#[N:25])=[CH:20][CH:19]=2)[CH2:10][C:11]2[N:15]([CH3:16])[CH:14]=[N:13][CH:12]=2)=[O:8])=[CH:5][C:4]=1C1C2C(=CC=CC=2)C=CC=1)#[N:2].F[P-](F)(F)(F)(F)F.[Br:45][P+](N1CCCC1)(N1CCCC1)N1CCCC1, predict the reaction product. The product is: [Br:45][C:4]1[CH:5]=[C:6]([CH:26]=[CH:27][C:3]=1[C:1]#[N:2])[C:7]([N:9]([CH2:17][C:18]1[CH:23]=[CH:22][C:21]([C:24]#[N:25])=[CH:20][CH:19]=1)[CH2:10][C:11]1[N:15]([CH3:16])[CH:14]=[N:13][CH:12]=1)=[O:8]. (2) Given the reactants Br[C:2]1[CH:10]=[C:9]2[C:5]([C:6]([C:24]3[CH:33]=[CH:32][C:27]([C:28]([O:30][CH3:31])=[O:29])=[CH:26][CH:25]=3)=[N:7][N:8]2[C:11](=[O:23])[C:12]2[C:17]([C:18]([F:21])([F:20])[F:19])=[CH:16][CH:15]=[CH:14][C:13]=2[Cl:22])=[CH:4][CH:3]=1.[C:34]([Si:36]([CH3:39])([CH3:38])[CH3:37])#[CH:35], predict the reaction product. The product is: [Cl:22][C:13]1[CH:14]=[CH:15][CH:16]=[C:17]([C:18]([F:20])([F:19])[F:21])[C:12]=1[C:11]([N:8]1[C:9]2[C:5](=[CH:4][CH:3]=[C:2]([C:35]#[C:34][Si:36]([CH3:39])([CH3:38])[CH3:37])[CH:10]=2)[C:6]([C:24]2[CH:33]=[CH:32][C:27]([C:28]([O:30][CH3:31])=[O:29])=[CH:26][CH:25]=2)=[N:7]1)=[O:23].